From a dataset of Catalyst prediction with 721,799 reactions and 888 catalyst types from USPTO. Predict which catalyst facilitates the given reaction. (1) Reactant: [NH2:1][C:2]1[C:11]2[N:12]=[C:13]([CH2:23][CH2:24][CH2:25][CH3:26])[N:14]([CH2:15][CH2:16][CH2:17][NH:18][CH2:19][CH2:20][CH2:21][OH:22])[C:10]=2[C:9]2[CH:8]=[CH:7][CH:6]=[CH:5][C:4]=2[N:3]=1.Br[CH2:28][C:29]1[CH:30]=[C:31]([CH2:35][C:36]([O:38][CH3:39])=[O:37])[CH:32]=[CH:33][CH:34]=1.C(=O)([O-])[O-].[K+].[K+]. Product: [NH2:1][C:2]1[C:11]2[N:12]=[C:13]([CH2:23][CH2:24][CH2:25][CH3:26])[N:14]([CH2:15][CH2:16][CH2:17][N:18]([CH2:28][C:29]3[CH:30]=[C:31]([CH2:35][C:36]([O:38][CH3:39])=[O:37])[CH:32]=[CH:33][CH:34]=3)[CH2:19][CH2:20][CH2:21][OH:22])[C:10]=2[C:9]2[CH:8]=[CH:7][CH:6]=[CH:5][C:4]=2[N:3]=1. The catalyst class is: 3. (2) Reactant: FC(F)(F)C(O)=O.[Si]([O:15][CH2:16][CH2:17][N:18]1[C:24]2[N:25]=[CH:26][CH:27]=[CH:28][C:23]=2[C:22]2[CH:29]=[CH:30][CH:31]=[CH:32][C:21]=2[CH:20]([NH:33][C:34](=[O:45])[C@@H:35]([NH:37]C(=O)OC(C)(C)C)[CH3:36])[C:19]1=[O:46])(C(C)(C)C)(C)C.ClCCl. Product: [NH2:37][C@@H:35]([CH3:36])[C:34]([NH:33][CH:20]1[C:21]2[CH:32]=[CH:31][CH:30]=[CH:29][C:22]=2[C:23]2[CH:28]=[CH:27][CH:26]=[N:25][C:24]=2[N:18]([CH2:17][CH2:16][OH:15])[C:19]1=[O:46])=[O:45]. The catalyst class is: 5. (3) Reactant: [N+:1]([C:4]1[C:9]2[S:10][C:11]([C:13]([OH:15])=O)=[CH:12][C:8]=2[CH:7]=[CH:6][CH:5]=1)([O-:3])=[O:2].C(Cl)CCl.C1C=CC2N(O)N=NC=2C=1.[NH2:30][C:31]1[C:32]([O:46][CH3:47])=[C:33]([NH:41][S:42]([CH3:45])(=[O:44])=[O:43])[CH:34]=[C:35]([C:37]([CH3:40])([CH3:39])[CH3:38])[CH:36]=1. Product: [C:37]([C:35]1[CH:34]=[C:33]([NH:41][S:42]([CH3:45])(=[O:44])=[O:43])[C:32]([O:46][CH3:47])=[C:31]([NH:30][C:13]([C:11]2[S:10][C:9]3[C:4]([N+:1]([O-:3])=[O:2])=[CH:5][CH:6]=[CH:7][C:8]=3[CH:12]=2)=[O:15])[CH:36]=1)([CH3:40])([CH3:38])[CH3:39]. The catalyst class is: 3. (4) Reactant: C1(N)C(F)=C(F)C(F)=C(N)C=1F.[ClH:13].Cl.[NH:15]1[C:23]2[C:18](=[CH:19][CH:20]=[CH:21][CH:22]=2)[C:17](/[CH:24]=[CH:25]/[C:26]2[CH:39]=[CH:38][C:29]([C:30]([N:32]3[CH2:37][CH2:36][NH:35][CH2:34][CH2:33]3)=[O:31])=[CH:28][CH:27]=2)=[N:16]1.C([O:44][C:45](=O)[CH:46]1[CH2:51][CH2:50][NH:49][CH2:48][CH2:47]1)(C)(C)C.O.ON1C2C=CC=CC=2N=N1.Cl.C(N=C=NCCCN(C)C)C.CN1CCOCC1.Cl.CO. Product: [ClH:13].[ClH:13].[NH:49]1[CH2:50][CH2:51][CH:46]([C:45]([N:35]2[CH2:36][CH2:37][N:32]([C:30](=[O:31])[C:29]3[CH:28]=[CH:27][C:26](/[CH:25]=[CH:24]/[C:17]4[C:18]5[C:23](=[CH:22][CH:21]=[CH:20][CH:19]=5)[NH:15][N:16]=4)=[CH:39][CH:38]=3)[CH2:33][CH2:34]2)=[O:44])[CH2:47][CH2:48]1. The catalyst class is: 5. (5) Product: [I:18][C:4]1[C:5]([O:9][CH2:10][O:11][CH3:12])=[CH:6][CH:7]=[CH:8][C:3]=1[O:2][CH3:1]. The catalyst class is: 7. Reactant: [CH3:1][O:2][C:3]1[CH:8]=[CH:7][CH:6]=[C:5]([O:9][CH2:10][O:11][CH3:12])[CH:4]=1.[Li]CCCC.[I:18]I.